Regression/Classification. Given a drug SMILES string, predict its absorption, distribution, metabolism, or excretion properties. Task type varies by dataset: regression for continuous measurements (e.g., permeability, clearance, half-life) or binary classification for categorical outcomes (e.g., BBB penetration, CYP inhibition). For this dataset (solubility_aqsoldb), we predict Y. From a dataset of Aqueous solubility values for 9,982 compounds from the AqSolDB database. (1) The compound is Cc1cc(O)c([N+](=O)[O-])cc1Cl. The Y is -4.39 log mol/L. (2) The compound is C1=CCC=C1. The Y is -1.56 log mol/L.